The task is: Predict the reactants needed to synthesize the given product.. This data is from Full USPTO retrosynthesis dataset with 1.9M reactions from patents (1976-2016). (1) Given the product [N+:8]([C:7]1[C:2]([O:21][C:17]2[CH:18]=[CH:19][CH:20]=[C:15]([C:14]([F:13])([F:22])[F:23])[CH:16]=2)=[N:3][CH:4]=[CH:5][CH:6]=1)([O-:10])=[O:9], predict the reactants needed to synthesize it. The reactants are: Cl[C:2]1[C:7]([N+:8]([O-:10])=[O:9])=[CH:6][CH:5]=[C:4](OC)[N:3]=1.[F:13][C:14]([F:23])([F:22])[C:15]1[CH:16]=[C:17]([OH:21])[CH:18]=[CH:19][CH:20]=1.C(=O)([O-])[O-].[Cs+].[Cs+]. (2) Given the product [CH:11]([OH:13])=[O:12].[F:26][C:27]1[C:31]([C:32]2[CH:33]=[N:34][C:35]3[C:40]([CH:41]=2)=[CH:39][CH:38]=[CH:37][CH:36]=3)=[N:30][NH:29][C:28]=1[NH:42][C:11](=[O:13])[CH2:10][CH2:9][CH2:8][N:2]1[CH2:3][CH2:4][CH2:5][CH2:6][CH2:7]1, predict the reactants needed to synthesize it. The reactants are: Cl.[N:2]1([CH2:8][CH2:9][CH2:10][C:11]([OH:13])=[O:12])[CH2:7][CH2:6][CH2:5][CH2:4][CH2:3]1.C1N=CN(C(N2C=NC=C2)=O)C=1.[F:26][C:27]1[C:31]([C:32]2[CH:33]=[N:34][C:35]3[C:40]([CH:41]=2)=[CH:39][CH:38]=[CH:37][CH:36]=3)=[N:30][NH:29][C:28]=1[NH2:42]. (3) Given the product [CH3:9][O:10][CH2:11][CH2:12][N:13]1[CH:7]([C:5]2[S:6][C:2]([CH3:1])=[CH:3][CH:4]=2)[CH:15]([C:14]([NH:31][C:30]2[CH:32]=[CH:33][CH:34]=[C:28]([O:27][CH3:26])[CH:29]=2)=[O:25])[C:16]2[C:17](=[CH:21][CH:22]=[CH:23][CH:24]=2)[C:18]1=[O:20], predict the reactants needed to synthesize it. The reactants are: [CH3:1][C:2]1[S:6][C:5]([CH:7]=O)=[CH:4][CH:3]=1.[CH3:9][O:10][CH2:11][CH2:12][NH2:13].[C:14]1(=[O:25])[O:20][C:18](=O)[C:17]2=[CH:21][CH:22]=[CH:23][CH:24]=[C:16]2[CH2:15]1.[CH3:26][O:27][C:28]1[CH:29]=[C:30]([CH:32]=[CH:33][CH:34]=1)[NH2:31]. (4) Given the product [Cl:1][C:2]1[CH:7]=[C:6]2[C:5](=[CH:4][CH:3]=1)[NH:8][C:23]1[CH2:27][N:32]([CH3:33])[CH2:31][CH2:30][C:24]2=1, predict the reactants needed to synthesize it. The reactants are: [Cl:1][C:2]1[CH:7]=[CH:6][C:5]([NH:8]N)=[CH:4][CH:3]=1.COC(OC)CCCNC.ClC1C=[C:23]2[C:27](=CC=1)NC=[C:24]2[CH2:30][CH2:31][NH:32][CH3:33].C=O. (5) Given the product [CH3:22][C:21]([CH3:24])([CH3:23])[C:20]([NH:1][C:2]1[CH:3]=[C:4]([CH:9]=[CH:10][C:11]=1[NH:12][CH2:13][CH:14]1[CH2:19][CH2:18][O:17][CH2:16][CH2:15]1)[C:5]([O:7][CH3:8])=[O:6])=[O:25], predict the reactants needed to synthesize it. The reactants are: [NH2:1][C:2]1[CH:3]=[C:4]([CH:9]=[CH:10][C:11]=1[NH:12][CH2:13][CH:14]1[CH2:19][CH2:18][O:17][CH2:16][CH2:15]1)[C:5]([O:7][CH3:8])=[O:6].[C:20](Cl)(=[O:25])[C:21]([CH3:24])([CH3:23])[CH3:22]. (6) The reactants are: [CH3:1][C:2]1[N:6]([C:7]2[CH:15]=[CH:14][C:10]([C:11]([OH:13])=O)=[CH:9][C:8]=2[C:16]([F:19])([F:18])[F:17])[C:5]2[CH2:20][CH2:21][CH2:22][C:4]=2[N:3]=1.C(N(C(C)C)CC)(C)C.[Cl:32][C:33]1[CH:44]=[CH:43][C:36]2[NH:37][C:38]([C@@H:40]([NH2:42])[CH3:41])=[N:39][C:35]=2[CH:34]=1.ClCl. Given the product [Cl:32][C:33]1[CH:44]=[CH:43][C:36]2[NH:37][C:38]([C@@H:40]([NH:42][C:11](=[O:13])[C:10]3[CH:14]=[CH:15][C:7]([N:6]4[C:5]5[CH2:20][CH2:21][CH2:22][C:4]=5[N:3]=[C:2]4[CH3:1])=[C:8]([C:16]([F:19])([F:17])[F:18])[CH:9]=3)[CH3:41])=[N:39][C:35]=2[CH:34]=1, predict the reactants needed to synthesize it. (7) Given the product [C:1]([O:5][C:6]([N:8]1[CH2:13][C:12](=[O:14])[N:11]([C:15]2[CH:16]=[CH:17][C:18]([O:21][CH2:41][CH2:42][CH2:43][OH:44])=[CH:19][CH:20]=2)[C@@H:10]([CH2:22][O:23][C:24]2[CH:33]=[CH:32][C:31]3[C:26](=[CH:27][CH:28]=[CH:29][CH:30]=3)[CH:25]=2)[CH2:9]1)=[O:7])([CH3:4])([CH3:2])[CH3:3], predict the reactants needed to synthesize it. The reactants are: [C:1]([O:5][C:6]([N:8]1[CH2:13][C:12](=[O:14])[N:11]([C:15]2[CH:20]=[CH:19][C:18]([OH:21])=[CH:17][CH:16]=2)[C@@H:10]([CH2:22][O:23][C:24]2[CH:33]=[CH:32][C:31]3[C:26](=[CH:27][CH:28]=[CH:29][CH:30]=3)[CH:25]=2)[CH2:9]1)=[O:7])([CH3:4])([CH3:3])[CH3:2].C(=O)([O-])[O-].[K+].[K+].Br[CH2:41][CH2:42][CH2:43][OH:44]. (8) The reactants are: C(OC([N:8]1[CH2:13][CH2:12][CH:11]([NH:14][CH2:15][C:16]2[CH:21]=[CH:20][C:19]([N+:22]([O-:24])=[O:23])=[C:18]([F:25])[CH:17]=2)[CH2:10][CH2:9]1)=O)(C)(C)C.Cl. Given the product [F:25][C:18]1[CH:17]=[C:16]([CH:21]=[CH:20][C:19]=1[N+:22]([O-:24])=[O:23])[CH2:15][NH:14][CH:11]1[CH2:12][CH2:13][NH:8][CH2:9][CH2:10]1, predict the reactants needed to synthesize it.